This data is from Reaction yield outcomes from USPTO patents with 853,638 reactions. The task is: Predict the reaction yield, written as a fraction of the theoretical maximum amount of product (1.0 means a 100% yield; for example, 0.34 means a 34% yield). (1) The reactants are [NH2:1][C:2]1[CH:3]=[C:4]([C:8]2[N:13]=[C:12]([NH:14][CH2:15][C:16]3[CH:21]=[CH:20][CH:19]=[CH:18][CH:17]=3)[C:11]3=[C:22]([C:25]4[CH:30]=[CH:29][CH:28]=[CH:27][CH:26]=4)[CH:23]=[CH:24][N:10]3[N:9]=2)[CH:5]=[N:6][CH:7]=1.N1C=CC=CC=1.Cl[C:38](=[O:45])[CH2:39][C:40]([O:42][CH2:43][CH3:44])=[O:41].O. The catalyst is C(Cl)Cl. The product is [CH2:15]([NH:14][C:12]1[C:11]2=[C:22]([C:25]3[CH:30]=[CH:29][CH:28]=[CH:27][CH:26]=3)[CH:23]=[CH:24][N:10]2[N:9]=[C:8]([C:4]2[CH:3]=[C:2]([NH:1][C:38](=[O:45])[CH2:39][C:40]([O:42][CH2:43][CH3:44])=[O:41])[CH:7]=[N:6][CH:5]=2)[N:13]=1)[C:16]1[CH:17]=[CH:18][CH:19]=[CH:20][CH:21]=1. The yield is 0.620. (2) The reactants are [CH3:1][C:2]1([CH3:18])[O:6][C@@H:5]([C@H:7]2[O:11][C@@H:10]3[O:12][C:13]([CH3:16])([CH3:15])[O:14][C@@H:9]3[C@H:8]2[OH:17])[CH2:4][O:3]1.CC(OC(C)=O)=O.C(Cl)Cl.[BH4-].[Na+]. The catalyst is CS(C)=O.O.C(Cl)Cl.CO. The product is [CH3:1][C:2]1([CH3:18])[O:6][C@@H:5]([C@H:7]2[O:11][C@@H:10]3[O:12][C:13]([CH3:16])([CH3:15])[O:14][C@@H:9]3[C@@H:8]2[OH:17])[CH2:4][O:3]1. The yield is 0.580. (3) The reactants are CC1C=CC(C2C3C(=CC=CC=3)NN=2)=CC=1.CC[O-].[Na+].C(Cl)C1C=CC=CC=1.Cl[C:30]1[CH:52]=[CH:51][C:33]([CH2:34][N:35]2[C:43]([C:44]3[CH:49]=[CH:48][C:47]([CH3:50])=[CH:46][CH:45]=3)=[C:42]3[C:37]([CH:38]=[CH:39][CH:40]=[CH:41]3)=[N:36]2)=[CH:32][CH:31]=1. No catalyst specified. The product is [CH2:34]([N:35]1[C:43]([C:44]2[CH:45]=[CH:46][C:47]([CH3:50])=[CH:48][CH:49]=2)=[C:42]2[C:37]([CH:38]=[CH:39][CH:40]=[CH:41]2)=[N:36]1)[C:33]1[CH:32]=[CH:31][CH:30]=[CH:52][CH:51]=1. The yield is 0.0500. (4) The reactants are [F:1][C:2]([F:19])([F:18])[C:3]([C:5]1[C:13]2[C:8](=[CH:9][C:10]([C:14]([F:17])([F:16])[F:15])=[CH:11][CH:12]=2)[NH:7][CH:6]=1)=[O:4].[C:20](=O)([O-])[O-].[K+].[K+].IC.O. The catalyst is CN(C=O)C. The product is [F:19][C:2]([F:1])([F:18])[C:3]([C:5]1[C:13]2[C:8](=[CH:9][C:10]([C:14]([F:15])([F:16])[F:17])=[CH:11][CH:12]=2)[N:7]([CH3:20])[CH:6]=1)=[O:4]. The yield is 0.930.